From a dataset of Peptide-MHC class II binding affinity with 134,281 pairs from IEDB. Regression. Given a peptide amino acid sequence and an MHC pseudo amino acid sequence, predict their binding affinity value. This is MHC class II binding data. (1) The peptide sequence is DEARRMWASAQNISG. The MHC is DRB1_0401 with pseudo-sequence DRB1_0401. The binding affinity (normalized) is 0.587. (2) The peptide sequence is SCGLYKQPGVPVRWK. The MHC is DRB1_1101 with pseudo-sequence DRB1_1101. The binding affinity (normalized) is 0.462. (3) The peptide sequence is SADLELSWNLNGLQAY. The MHC is DRB1_0802 with pseudo-sequence DRB1_0802. The binding affinity (normalized) is 0.399.